Dataset: Forward reaction prediction with 1.9M reactions from USPTO patents (1976-2016). Task: Predict the product of the given reaction. (1) Given the reactants C(O)(=O)C.[N:5]1[C:14]2[C:9](=[N:10][CH:11]=[CH:12][CH:13]=2)[C:8](O)=[CH:7][CH:6]=1.O=P(Cl)(Cl)[Cl:18], predict the reaction product. The product is: [Cl:18][C:8]1[C:9]2[C:14](=[CH:13][CH:12]=[CH:11][N:10]=2)[N:5]=[CH:6][CH:7]=1. (2) Given the reactants [Cl:1][C:2]1[CH:3]=[C:4]([C:8]2[N:13]=[C:12]([O:14][C:15]3[CH:20]=[CH:19][C:18]([CH2:21][C:22](OC)=[O:23])=[CH:17][CH:16]=3)[CH:11]=[C:10]([CH2:26][CH3:27])[N:9]=2)[CH:5]=[CH:6][CH:7]=1.S(C)C, predict the reaction product. The product is: [Cl:1][C:2]1[CH:3]=[C:4]([C:8]2[N:13]=[C:12]([O:14][C:15]3[CH:20]=[CH:19][C:18]([CH2:21][CH2:22][OH:23])=[CH:17][CH:16]=3)[CH:11]=[C:10]([CH2:26][CH3:27])[N:9]=2)[CH:5]=[CH:6][CH:7]=1. (3) Given the reactants [CH3:1][O:2][C:3](=[O:30])/[CH:4]=[CH:5]/[C:6]1[CH:7]=[C:8]2[C:25](=[C:26]([F:28])[CH:27]=1)[O:24][C:11]1([CH2:16][CH2:15][N:14](C(OC(C)(C)C)=O)[CH2:13][CH2:12]1)[CH2:10][C:9]2=[O:29].Cl, predict the reaction product. The product is: [CH3:1][O:2][C:3](=[O:30])/[CH:4]=[CH:5]/[C:6]1[CH:7]=[C:8]2[C:25](=[C:26]([F:28])[CH:27]=1)[O:24][C:11]1([CH2:12][CH2:13][NH:14][CH2:15][CH2:16]1)[CH2:10][C:9]2=[O:29]. (4) Given the reactants FC(F)(F)C(O)=O.[CH3:8][S:9]([NH:12][CH:13]([CH2:23][NH:24]C(=O)OC(C)(C)C)[CH2:14][NH:15]C(=O)OC(C)(C)C)(=[O:11])=[O:10].[Br:32][C:33]1[CH:34]=[C:35]([C:39]2([C:46]3[CH:51]=[CH:50][C:49]([O:52][CH3:53])=[CH:48][CH:47]=3)[C:43](=S)[S:42][C:41](=S)[NH:40]2)[CH:36]=[CH:37][CH:38]=1.C(N(CC)CC)C, predict the reaction product. The product is: [Br:32][C:33]1[CH:34]=[C:35]([C:39]2([C:46]3[CH:51]=[CH:50][C:49]([O:52][CH3:53])=[CH:48][CH:47]=3)[C:43]3=[N:15][CH2:14][CH:13]([NH:12][S:9]([CH3:8])(=[O:11])=[O:10])[CH2:23][N:24]3[C:41](=[S:42])[NH:40]2)[CH:36]=[CH:37][CH:38]=1. (5) Given the reactants [Cl:1][C:2]1[CH:7]=[CH:6][C:5]([CH2:8][C:9](Cl)=[O:10])=[CH:4][CH:3]=1.[CH2:12]([O:14][C:15]([C:17]1[NH:18][CH:19]=[CH:20][C:21]=1[CH3:22])=[O:16])[CH3:13].[Al+3].[Cl-].[Cl-].[Cl-], predict the reaction product. The product is: [CH2:12]([O:14][C:15]([C:17]1[NH:18][CH:19]=[C:20]([C:9](=[O:10])[CH2:8][C:5]2[CH:6]=[CH:7][C:2]([Cl:1])=[CH:3][CH:4]=2)[C:21]=1[CH3:22])=[O:16])[CH3:13].